Dataset: Full USPTO retrosynthesis dataset with 1.9M reactions from patents (1976-2016). Task: Predict the reactants needed to synthesize the given product. (1) Given the product [C:11]([O:1][C:2]1[CH:3]=[C:4]([CH:8]=[CH:9][CH:10]=1)[C:5]([OH:7])=[O:6])(=[O:13])[CH3:12], predict the reactants needed to synthesize it. The reactants are: [OH:1][C:2]1[CH:3]=[C:4]([CH:8]=[CH:9][CH:10]=1)[C:5]([OH:7])=[O:6].[C:11](OC(=O)C)(=[O:13])[CH3:12]. (2) Given the product [Cl:3][C:4]1[CH:9]=[C:8]([NH:2][CH3:1])[CH:7]=[C:6]([Cl:11])[N:5]=1, predict the reactants needed to synthesize it. The reactants are: [CH3:1][NH2:2].[Cl:3][C:4]1[CH:9]=[C:8](Cl)[CH:7]=[C:6]([Cl:11])[N:5]=1. (3) Given the product [CH3:35][N:33]([CH3:34])[N:4]1[C:22]([CH3:24])([CH3:23])[CH2:21][C:7]2[NH:8][C:9]3[CH:15]=[CH:14][C:13]([O:16][C:17]([F:20])([F:19])[F:18])=[CH:12][C:10]=3[S:11][C:6]=2[C:26]1=[O:29], predict the reactants needed to synthesize it. The reactants are: CI.N[N:4]1[C:22]([CH3:24])([CH3:23])[CH2:21][C:7]2[NH:8][C:9]3[CH:15]=[CH:14][C:13]([O:16][C:17]([F:20])([F:19])[F:18])=[CH:12][C:10]=3[S:11][C:6]=2C1=O.[C:26]([O-:29])([O-])=O.[K+].[K+].C[N:33]([CH:35]=O)[CH3:34]. (4) The reactants are: [CH:1]1([N:5](C)[C:6](=[O:27])[C:7]2[CH:12]=[C:11](OC3C(C)=CC([N+]([O-])=O)=CC=3C)[CH:10]=[CH:9][C:8]=2[O:25]C)CCC1.B(Br)(Br)Br. Given the product [OH:25][C:8]1[CH:9]=[CH:10][CH:11]=[CH:12][C:7]=1[C:6]([NH:5][CH3:1])=[O:27], predict the reactants needed to synthesize it. (5) Given the product [NH2:1][C:2]1[N:7]=[CH:6][C:5]([C:8]#[C:9][C:10]2[C:11]([CH2:26][CH3:27])=[N:12][CH:13]=[CH:14][C:15]=2[C:16]2[CH:24]=[CH:23][C:19]([C:20]([N:33]3[CH2:34][CH2:35][N:30]([CH2:28][CH3:29])[CH2:31][CH2:32]3)=[O:22])=[C:18]([Cl:25])[CH:17]=2)=[CH:4][CH:3]=1, predict the reactants needed to synthesize it. The reactants are: [NH2:1][C:2]1[N:7]=[CH:6][C:5]([C:8]#[C:9][C:10]2[C:11]([CH2:26][CH3:27])=[N:12][CH:13]=[CH:14][C:15]=2[C:16]2[CH:24]=[CH:23][C:19]([C:20]([OH:22])=O)=[C:18]([Cl:25])[CH:17]=2)=[CH:4][CH:3]=1.[CH2:28]([N:30]1[CH2:35][CH2:34][NH:33][CH2:32][CH2:31]1)[CH3:29].C(Cl)CCl.C1C=CC2N(O)N=NC=2C=1.CCN(C(C)C)C(C)C. (6) Given the product [Cl:4][C:5]1[CH:6]=[C:7]([NH:1][C:2]2[S:3][C:21]([C:17]3[CH:18]=[CH:19][CH:20]=[C:15]([N+:12]([O-:14])=[O:13])[CH:16]=3)=[N:23][N:24]=2)[CH:8]=[CH:9][C:10]=1[F:11], predict the reactants needed to synthesize it. The reactants are: [N-:1]=[C:2]=[S:3].[Cl:4][C:5]1[CH:6]=[CH:7][CH:8]=[CH:9][C:10]=1[F:11].[N+:12]([C:15]1[CH:16]=[C:17]([C:21]([NH:23][NH2:24])=O)[CH:18]=[CH:19][CH:20]=1)([O-:14])=[O:13]. (7) Given the product [NH2:36][C:35](=[N:39][OH:40])[C:32]1[CH:33]=[CH:34][C:29]([S:26]([C:23]2[CH:24]=[CH:25][C:20]([CH2:19][CH2:18][N:10]([CH2:9][C@@H:8]([C:4]3[CH:5]=[CH:6][CH:7]=[C:2]([Cl:1])[CH:3]=3)[OH:37])[C:11](=[O:17])[O:12][C:13]([CH3:15])([CH3:16])[CH3:14])=[CH:21][CH:22]=2)(=[O:28])=[O:27])=[CH:30][CH:31]=1, predict the reactants needed to synthesize it. The reactants are: [Cl:1][C:2]1[CH:3]=[C:4]([C@@H:8]([OH:37])[CH2:9][N:10]([CH2:18][CH2:19][C:20]2[CH:25]=[CH:24][C:23]([S:26]([C:29]3[CH:34]=[CH:33][C:32]([C:35]#[N:36])=[CH:31][CH:30]=3)(=[O:28])=[O:27])=[CH:22][CH:21]=2)[C:11](=[O:17])[O:12][C:13]([CH3:16])([CH3:15])[CH3:14])[CH:5]=[CH:6][CH:7]=1.Cl.[NH2:39][OH:40].C(=O)([O-])[O-].[K+].[K+]. (8) Given the product [NH2:51][C:37]1[N:38]=[CH:39][C:40]([C:2]2[CH:7]=[N:6][C:5]([N:8]3[CH2:13][CH2:12][N:11]([C:14]([O:16][C:17]([CH3:20])([CH3:19])[CH3:18])=[O:15])[CH2:10][C@@H:9]3[CH3:21])=[CH:4][C:3]=2[O:22][CH3:23])=[CH:41][C:36]=1[O:35][C@@H:33]([C:26]1[C:27]([Cl:32])=[CH:28][CH:29]=[C:30]([F:31])[C:25]=1[Cl:24])[CH3:34], predict the reactants needed to synthesize it. The reactants are: Br[C:2]1[C:3]([O:22][CH3:23])=[CH:4][C:5]([N:8]2[CH2:13][CH2:12][N:11]([C:14]([O:16][C:17]([CH3:20])([CH3:19])[CH3:18])=[O:15])[CH2:10][C@@H:9]2[CH3:21])=[N:6][CH:7]=1.[Cl:24][C:25]1[C:30]([F:31])=[CH:29][CH:28]=[C:27]([Cl:32])[C:26]=1[C@H:33]([O:35][C:36]1[C:37]([NH2:51])=[N:38][CH:39]=[C:40](B2OC(C)(C)C(C)(C)O2)[CH:41]=1)[CH3:34].C([O-])([O-])=O.[Cs+].[Cs+]. (9) Given the product [NH2:1][C:2]1[O:3][C:8]([C:9]([O:11][CH2:12][CH3:13])=[O:10])=[C:7]([C:6]([F:5])([F:17])[F:16])[N:4]=1, predict the reactants needed to synthesize it. The reactants are: [NH2:1][C:2]([NH2:4])=[O:3].[F:5][C:6]([F:17])([F:16])[C:7](=O)[CH:8](Cl)[C:9]([O:11][CH2:12][CH3:13])=[O:10].